From a dataset of Reaction yield outcomes from USPTO patents with 853,638 reactions. Predict the reaction yield, written as a fraction of the theoretical maximum amount of product (1.0 means a 100% yield; for example, 0.34 means a 34% yield). (1) The reactants are [Cl:1][C:2]1[C:7]([C:8]#[N:9])=[C:6]([N:10]2[CH2:14][CH2:13][CH2:12][CH2:11]2)[C:5]([O:15][CH2:16][CH3:17])=[C:4]([CH:18](O)[CH3:19])[CH:3]=1.CN(C)C=O.S(Cl)([Cl:28])=O. The catalyst is C(Cl)Cl.C(OCC)(=O)C. The product is [Cl:1][C:2]1[C:7]([C:8]#[N:9])=[C:6]([N:10]2[CH2:14][CH2:13][CH2:12][CH2:11]2)[C:5]([O:15][CH2:16][CH3:17])=[C:4]([CH:18]([Cl:28])[CH3:19])[CH:3]=1. The yield is 1.00. (2) The reactants are [CH2:1]([NH:8]CCC1C2C(=CC=C(F)C=2OC)N(C)C=1)[C:2]1[CH:7]=[CH:6][CH:5]=[CH:4][CH:3]=1.[CH2:24]([N:26]1[C:34]2[C:29](=[C:30]([O:36][CH3:37])[CH:31]=[CH:32][C:33]=2[F:35])[C:28]([CH2:38][CH2:39]O)=[CH:27]1)[CH3:25]. No catalyst specified. The product is [CH2:1]([NH:8][CH2:39][CH2:38][C:28]1[C:29]2[C:34](=[C:33]([F:35])[CH:32]=[CH:31][C:30]=2[O:36][CH3:37])[N:26]([CH2:24][CH3:25])[CH:27]=1)[C:2]1[CH:7]=[CH:6][CH:5]=[CH:4][CH:3]=1. The yield is 0.680. (3) The reactants are [Br:1][C:2]1[CH:3]=[C:4]2[C:10]([CH3:12])([CH3:11])[C:9](=O)[NH:8][C:5]2=[N:6][CH:7]=1. The catalyst is O1CCCC1. The product is [Br:1][C:2]1[CH:3]=[C:4]2[C:10]([CH3:12])([CH3:11])[CH2:9][NH:8][C:5]2=[N:6][CH:7]=1. The yield is 0.590. (4) The reactants are [CH2:1]([O:19][C:20]1[CH:21]=[C:22]([CH:25]=[C:26]([O:47][CH2:48][CH2:49][CH2:50][CH2:51][CH2:52][CH2:53][CH2:54][CH2:55][CH2:56][CH2:57][CH2:58][CH2:59][CH2:60][CH2:61][CH2:62][CH2:63][CH2:64][CH3:65])[C:27]=1[O:28][CH2:29][CH2:30][CH2:31][CH2:32][CH2:33][CH2:34][CH2:35][CH2:36][CH2:37][CH2:38][CH2:39][CH2:40][CH2:41][CH2:42][CH2:43][CH2:44][CH2:45][CH3:46])[CH2:23]Cl)[CH2:2][CH2:3][CH2:4][CH2:5][CH2:6][CH2:7][CH2:8][CH2:9][CH2:10][CH2:11][CH2:12][CH2:13][CH2:14][CH2:15][CH2:16][CH2:17][CH3:18].[N-:66]=[N+:67]=[N-:68].[Na+]. The catalyst is C(Cl)(Cl)Cl.CN(C)C=O. The product is [CH2:1]([O:19][C:20]1[CH:21]=[C:22]([CH:25]=[C:26]([O:47][CH2:48][CH2:49][CH2:50][CH2:51][CH2:52][CH2:53][CH2:54][CH2:55][CH2:56][CH2:57][CH2:58][CH2:59][CH2:60][CH2:61][CH2:62][CH2:63][CH2:64][CH3:65])[C:27]=1[O:28][CH2:29][CH2:30][CH2:31][CH2:32][CH2:33][CH2:34][CH2:35][CH2:36][CH2:37][CH2:38][CH2:39][CH2:40][CH2:41][CH2:42][CH2:43][CH2:44][CH2:45][CH3:46])[CH2:23][N:66]=[N+:67]=[N-:68])[CH2:2][CH2:3][CH2:4][CH2:5][CH2:6][CH2:7][CH2:8][CH2:9][CH2:10][CH2:11][CH2:12][CH2:13][CH2:14][CH2:15][CH2:16][CH2:17][CH3:18]. The yield is 0.974. (5) The reactants are Br[C:2]1[N:3]([CH2:15][CH2:16][CH2:17][C:18]#[N:19])[C:4]2[C:9]([C:10]=1[CH:11]=[O:12])=[CH:8][C:7]([O:13][CH3:14])=[CH:6][CH:5]=2.[CH3:20][N:21]1[C:25]([CH3:26])=[C:24](B2OC(C)(C)C(C)(C)O2)[C:23]([CH3:36])=[N:22]1.C1C=CC(P(C2C=CC=CC=2)C2C=CC=CC=2)=CC=1.[O-]P([O-])([O-])=O.[K+].[K+].[K+]. The catalyst is COCCOC.O.CC([O-])=O.CC([O-])=O.[Pd+2]. The product is [CH:11]([C:10]1[C:9]2[C:4](=[CH:5][CH:6]=[C:7]([O:13][CH3:14])[CH:8]=2)[N:3]([CH2:15][CH2:16][CH2:17][C:18]#[N:19])[C:2]=1[C:24]1[C:23]([CH3:36])=[N:22][N:21]([CH3:20])[C:25]=1[CH3:26])=[O:12]. The yield is 0.680. (6) The yield is 0.920. The catalyst is O. The product is [NH2:23][C:4]1[C:3]([F:16])=[C:2]([NH2:1])[C:11]([N+:12]([O-:14])=[O:13])=[CH:10][C:5]=1[C:6]([O:8][CH3:9])=[O:7]. The reactants are [NH2:1][C:2]1[C:11]([N+:12]([O-:14])=[O:13])=[CH:10][C:5]([C:6]([O:8][CH3:9])=[O:7])=[C:4](F)[C:3]=1[F:16].O1CCOCC1.[NH3:23].